Task: Binary Classification. Given a drug SMILES string, predict its activity (active/inactive) in a high-throughput screening assay against a specified biological target.. Dataset: Cav3 T-type calcium channel HTS with 100,875 compounds (1) The molecule is Clc1cc(NC(=O)N2C(CSC2C(OC)=O)C(OC)=O)ccc1Cl. The result is 0 (inactive). (2) The drug is N(c1ncnc2c1[nH]c1c2cccc1)(CC)CC. The result is 0 (inactive). (3) The compound is O(c1c2c(n(c(=O)c1)C)cccc2)CCCC(=O)NCc1ccc(OC)cc1. The result is 0 (inactive). (4) The molecule is Oc1c(C(=O)NC(C)C)c(=O)[nH]c2c1cccc2. The result is 0 (inactive). (5) The molecule is s1c(NC(=O)C(n2cccc2)Cc2ccccc2)nnc1SCC. The result is 0 (inactive). (6) The drug is S(=O)(=O)(N(CC(=O)N1C(Cc2c1cccc2)C)c1ccc(OC)cc1)c1c(n(nc1C)C)C. The result is 0 (inactive). (7) The molecule is S(=O)(=O)(N)c1ccc(NC(=O)CSc2n(c3ccccc3)c(nn2)c2nccnc2)cc1. The result is 0 (inactive). (8) The molecule is O1C(OC(C1C(=O)N)C(=O)N)(C)C. The result is 0 (inactive). (9) The compound is Fc1c(COC(=O)C2CN(C(=O)C2)c2ccc(cc2)C)cccc1. The result is 0 (inactive). (10) The molecule is O(c1n(CCN(CC)CC)c(=O)[nH]c(=O)c1)C. The result is 0 (inactive).